This data is from Forward reaction prediction with 1.9M reactions from USPTO patents (1976-2016). The task is: Predict the product of the given reaction. (1) The product is: [CH2:1]([O:8][C:9](=[O:18])[NH:10][C:11]1([CH2:16][O:17][CH3:26])[CH2:15][CH2:14][CH2:13][CH2:12]1)[C:2]1[CH:3]=[CH:4][CH:5]=[CH:6][CH:7]=1. Given the reactants [CH2:1]([O:8][C:9](=[O:18])[NH:10][C:11]1([CH2:16][OH:17])[CH2:15][CH2:14][CH2:13][CH2:12]1)[C:2]1[CH:7]=[CH:6][CH:5]=[CH:4][CH:3]=1.[H+].[B-](F)(F)(F)F.[Si](C=[N+]=[N-])(C)(C)[CH3:26].O, predict the reaction product. (2) Given the reactants [Br:1][C:2]1[CH:3]=[C:4]([CH:7]=[CH:8][C:9]=1[OH:10])[C:5]#[N:6].C(=O)([O-])[O-].[K+].[K+].C(Br)C=C.[CH2:21]([O:24]CC=C)[CH:22]=[CH2:23].C(C1C=C(C=C(Br)C=1O)C#N)C=C.ClC1C=C(C=CC=1)C(OO)=O, predict the reaction product. The product is: [Br:1][C:2]1[C:9]2[O:10][CH:22]([CH2:21][OH:24])[CH2:23][C:8]=2[CH:7]=[C:4]([C:5]#[N:6])[CH:3]=1. (3) Given the reactants [O:1]1[C:10]2[CH:9]=[C:8]([CH2:11][NH:12][CH:13]3[CH2:18][CH2:17][N:16]([CH2:19][CH2:20][N:21]4[C:30]5[C:25](=[C:26]([C:33]6[CH:38]=[CH:37][N:36]=[CH:35][CH:34]=6)[CH:27]=[C:28]([O:31][CH3:32])[CH:29]=5)[N:24]=[CH:23][C:22]4=[O:39])[CH2:15][CH2:14]3)[N:7]=[CH:6][C:5]=2[O:4][CH2:3][CH2:2]1.[ClH:40].C(OCC)(=O)C, predict the reaction product. The product is: [ClH:40].[O:1]1[C:10]2[CH:9]=[C:8]([CH2:11][NH:12][CH:13]3[CH2:14][CH2:15][N:16]([CH2:19][CH2:20][N:21]4[C:30]5[C:25](=[C:26]([C:33]6[CH:34]=[CH:35][N:36]=[CH:37][CH:38]=6)[CH:27]=[C:28]([O:31][CH3:32])[CH:29]=5)[N:24]=[CH:23][C:22]4=[O:39])[CH2:17][CH2:18]3)[N:7]=[CH:6][C:5]=2[O:4][CH2:3][CH2:2]1.